From a dataset of Forward reaction prediction with 1.9M reactions from USPTO patents (1976-2016). Predict the product of the given reaction. (1) Given the reactants FC(F)(F)C(O)=O.[OH:8][CH2:9][CH2:10][C:11]1[CH:12]=[C:13]([CH:35]=[CH:36][CH:37]=1)[CH2:14][N:15]1[CH2:34][CH2:33][C:18]2([O:23][C:22]([CH3:25])([CH3:24])[CH2:21][N:20](C(OC(C)(C)C)=O)[CH2:19]2)[CH2:17][CH2:16]1.C1(C)C=CC=CC=1, predict the reaction product. The product is: [CH3:24][C:22]1([CH3:25])[CH2:21][NH:20][CH2:19][C:18]2([CH2:33][CH2:34][N:15]([CH2:14][C:13]3[CH:12]=[C:11]([CH2:10][CH2:9][OH:8])[CH:37]=[CH:36][CH:35]=3)[CH2:16][CH2:17]2)[O:23]1. (2) Given the reactants [C:1]([C:4]1[CH:9]=[CH:8][C:7]([C:10]2[CH:15]=[CH:14][C:13]([O:16][CH3:17])=[CH:12][CH:11]=2)=[C:6](N)[CH:5]=1)(=[O:3])[CH3:2].O1CCCC1.B(F)(F)[F:25].F.N([O-])=O.[Na+], predict the reaction product. The product is: [C:1]([C:4]1[CH:9]=[CH:8][C:7]([C:10]2[CH:15]=[CH:14][C:13]([O:16][CH3:17])=[CH:12][CH:11]=2)=[C:6]([F:25])[CH:5]=1)(=[O:3])[CH3:2]. (3) Given the reactants Cl.[F:2][C:3]1[CH:20]=[CH:19][C:6]([CH2:7][C:8]2[O:12][N:11]=[C:10]([C@H:13]3[CH2:18][CH2:17][CH2:16][NH:15][CH2:14]3)[N:9]=2)=[CH:5][CH:4]=1.[F:21][C:22]1[CH:30]=[CH:29][C:25]([C:26](Cl)=[O:27])=[CH:24][CH:23]=1, predict the reaction product. The product is: [F:2][C:3]1[CH:20]=[CH:19][C:6]([CH2:7][C:8]2[O:12][N:11]=[C:10]([C@H:13]3[CH2:18][CH2:17][CH2:16][N:15]([C:26]([C:25]4[CH:29]=[CH:30][C:22]([F:21])=[CH:23][CH:24]=4)=[O:27])[CH2:14]3)[N:9]=2)=[CH:5][CH:4]=1.